Dataset: Full USPTO retrosynthesis dataset with 1.9M reactions from patents (1976-2016). Task: Predict the reactants needed to synthesize the given product. (1) Given the product [CH2:22]([C:3]1([CH2:1][CH3:2])[C:8]2[CH:9]=[C:10](/[C:13](/[CH:18]([CH3:19])[CH3:20])=[CH:14]/[C:15]#[N:17])[CH:11]=[CH:12][C:7]=2[NH:6][C:5](=[O:21])[O:4]1)[CH3:23], predict the reactants needed to synthesize it. The reactants are: [CH2:1]([C:3]1([CH2:22][CH3:23])[C:8]2[CH:9]=[C:10](/[C:13](/[CH:18]([CH3:20])[CH3:19])=[CH:14]/[C:15]([NH2:17])=O)[CH:11]=[CH:12][C:7]=2[NH:6][C:5](=[O:21])[O:4]1)[CH3:2].S(Cl)(Cl)=O. (2) Given the product [CH3:17][S:14]([N:12]([CH3:13])[C:7]1[CH:8]=[CH:9][CH:10]=[CH:11][C:6]=1[CH:4]([CH3:5])[C:3]([OH:18])=[O:2])(=[O:16])=[O:15], predict the reactants needed to synthesize it. The reactants are: C[O:2][C:3](=[O:18])[CH:4]([C:6]1[CH:11]=[CH:10][CH:9]=[CH:8][C:7]=1[N:12]([S:14]([CH3:17])(=[O:16])=[O:15])[CH3:13])[CH3:5].O.[OH-].[Li+].